From a dataset of Reaction yield outcomes from USPTO patents with 853,638 reactions. Predict the reaction yield, written as a fraction of the theoretical maximum amount of product (1.0 means a 100% yield; for example, 0.34 means a 34% yield). (1) The reactants are [NH2:1][C:2]1[CH:7]=[N:6][CH:5]=[CH:4][N:3]=1.C([Mg]Cl)(C)C.[F:13][C@H:14]1[CH2:18][N:17]([C:19]([O:21][C:22]([CH3:25])([CH3:24])[CH3:23])=[O:20])[C@H:16]([C:26](OC)=[O:27])[CH2:15]1. The catalyst is C1COCC1. The product is [F:13][C@H:14]1[CH2:18][N:17]([C:19]([O:21][C:22]([CH3:23])([CH3:24])[CH3:25])=[O:20])[C@H:16]([C:26](=[O:27])[NH:1][C:2]2[CH:7]=[N:6][CH:5]=[CH:4][N:3]=2)[CH2:15]1. The yield is 1.00. (2) The reactants are [CH2:1]([O:8][C:9]1[CH:10]=[C:11]2[C:15](=[CH:16][C:17]=1[O:18][CH3:19])[NH:14][CH:13]=[CH:12]2)[C:2]1[CH:7]=[CH:6][CH:5]=[CH:4][CH:3]=1.[C:20]1([S:26](Cl)(=[O:28])=[O:27])[CH:25]=[CH:24][CH:23]=[CH:22][CH:21]=1. The yield is 0.840. The product is [CH2:1]([O:8][C:9]1[CH:10]=[C:11]2[C:15](=[CH:16][C:17]=1[O:18][CH3:19])[N:14]([S:26]([C:20]1[CH:25]=[CH:24][CH:23]=[CH:22][CH:21]=1)(=[O:28])=[O:27])[CH:13]=[CH:12]2)[C:2]1[CH:3]=[CH:4][CH:5]=[CH:6][CH:7]=1. The catalyst is S([O-])(O)(=O)=O.C([N+](CCCC)(CCCC)CCCC)CCC.[OH-].[Na+]. (3) The reactants are C=[C:2]1[CH2:7][O:6][C:5]2([CH2:12][CH2:11][CH:10]([N:13]3[C:18](=[O:19])[C:17]([CH2:20][C:21]4[CH:26]=[CH:25][C:24]([C:27]5[C:28]([C:33]#[N:34])=[CH:29][CH:30]=[CH:31][CH:32]=5)=[CH:23][CH:22]=4)=[C:16]([CH2:35][CH2:36][CH3:37])[N:15]4[N:38]=[CH:39][N:40]=[C:14]34)[CH2:9][CH2:8]2)[O:4][CH2:3]1.I([O-])(=O)(=O)=[O:42].[Na+].CC(C)=O.C(#N)C. The catalyst is [Os](=O)(=O)(=O)=O.O.C(OCC)(=O)C. The product is [OH:42][CH:2]1[CH2:3][O:4][C:5]2([CH2:8][CH2:9][CH:10]([N:13]3[C:18](=[O:19])[C:17]([CH2:20][C:21]4[CH:22]=[CH:23][C:24]([C:27]5[C:28]([C:33]#[N:34])=[CH:29][CH:30]=[CH:31][CH:32]=5)=[CH:25][CH:26]=4)=[C:16]([CH2:35][CH2:36][CH3:37])[N:15]4[N:38]=[CH:39][N:40]=[C:14]34)[CH2:11][CH2:12]2)[O:6][CH2:7]1. The yield is 0.730. (4) The reactants are [OH:1][C:2]1[C:11]2[C:6](=[CH:7][CH:8]=[CH:9][CH:10]=2)[N:5]([CH2:12][CH2:13][CH:14]([CH3:16])[CH3:15])[C:4](=[O:17])[C:3]=1[C:18]1[NH:23][C:22]2[CH:24]=[CH:25][C:26]([O:28][CH2:29][C:30]#[N:31])=[CH:27][C:21]=2[S:20](=[O:33])(=[O:32])[N:19]=1.Cl. The catalyst is [Pd].C(O)(=O)C. The product is [NH2:31][CH2:30][CH2:29][O:28][C:26]1[CH:25]=[CH:24][C:22]2[NH:23][C:18]([C:3]3[C:4](=[O:17])[N:5]([CH2:12][CH2:13][CH:14]([CH3:16])[CH3:15])[C:6]4[C:11]([C:2]=3[OH:1])=[CH:10][CH:9]=[CH:8][CH:7]=4)=[N:19][S:20](=[O:32])(=[O:33])[C:21]=2[CH:27]=1. The yield is 0.550.